Dataset: Reaction yield outcomes from USPTO patents with 853,638 reactions. Task: Predict the reaction yield, written as a fraction of the theoretical maximum amount of product (1.0 means a 100% yield; for example, 0.34 means a 34% yield). (1) The reactants are [Br:1][C:2]1[CH:7]=[CH:6][C:5]([C@@H:8]([N:10]2[CH2:15][CH2:14][C@@:13]([CH2:22][CH2:23]CS([O-])(=O)=O)([C:16]3[CH:21]=[CH:20][CH:19]=[CH:18][CH:17]=3)[O:12][C:11]2=[O:29])[CH3:9])=[CH:4][CH:3]=1.C([O-])([O-])=O.[K+].[K+].[S:36]1(=[O:42])(=[O:41])[CH2:40][CH2:39][CH2:38][NH:37]1. The catalyst is C(#N)C. The product is [Br:1][C:2]1[CH:7]=[CH:6][C:5]([C@@H:8]([N:10]2[CH2:15][CH2:14][C@:13]([CH2:22][CH2:23][N:37]3[CH2:38][CH2:39][CH2:40][S:36]3(=[O:42])=[O:41])([C:16]3[CH:21]=[CH:20][CH:19]=[CH:18][CH:17]=3)[O:12][C:11]2=[O:29])[CH3:9])=[CH:4][CH:3]=1. The yield is 0.0100. (2) The reactants are [Br:1][C:2]1[S:6][C:5]2=[C:7](C(OCC)=O)[N:8]=[CH:9][N:4]2[CH:3]=1.O.S(=O)(=O)(O)O.C(=O)([O-])[O-].[Na+].[Na+]. The catalyst is C(O)(=O)C. The product is [Br:1][C:2]1[S:6][C:5]2=[CH:7][N:8]=[CH:9][N:4]2[CH:3]=1. The yield is 0.685. (3) The yield is 0.790. The reactants are [CH3:1][O:2][C:3]1[CH:4]=[C:5]2[C:10](=[CH:11][C:12]=1[O:13][CH3:14])[N:9]=[CH:8][N:7]=[C:6]2[O:15][C:16]1[CH:22]=[CH:21][C:19]([NH2:20])=[CH:18][CH:17]=1.C1(C)C=CC=CC=1.C(N(CC)CC)C.Cl[C:38](Cl)([O:40][C:41](=[O:47])OC(Cl)(Cl)Cl)Cl.[CH3:49][C:50]1[CH:55]=[CH:54][C:53]([CH3:56])=[CH:52][C:51]=1[S:57][CH2:58]CO. The product is [CH3:1][O:2][C:3]1[CH:4]=[C:5]2[C:10](=[CH:11][C:12]=1[O:13][CH3:14])[N:9]=[CH:8][N:7]=[C:6]2[O:15][C:16]1[CH:22]=[CH:21][C:19]([NH:20][C:41](=[O:47])[O:40][CH2:38][CH2:58][S:57][C:51]2[CH:52]=[C:53]([CH3:56])[CH:54]=[CH:55][C:50]=2[CH3:49])=[CH:18][CH:17]=1. The catalyst is C(Cl)Cl. (4) The reactants are [C:1](=O)([O-])[O-].[Cs+].[Cs+].[OH:7][C:8]1[C:9]([CH:17]2[C:25](=[O:26])[CH:24]=[C:23]3[O:27][CH2:28][CH2:29][CH2:30][N:21]4[C:22]3=[C:18]2[CH:19]=[CH:20]4)=[CH:10][C:11]2[O:15][CH2:14][O:13][C:12]=2[CH:16]=1.ClCI. The catalyst is O1CCCC1. The product is [CH2:30]1[N:21]2[C:22]3[C:23](=[CH:24][C:25](=[O:26])[C:17]4([C:9]5=[CH:10][C:11]6[O:15][CH2:14][O:13][C:12]=6[CH:16]=[C:8]5[O:7][CH2:1]4)[C:18]=3[CH:19]=[CH:20]2)[O:27][CH2:28][CH2:29]1. The yield is 0.730. (5) The reactants are C[O:2][C:3]1[CH:12]=[C:11]2[C:6]([CH:7]=[CH:8][C:9]([NH2:17])=[C:10]2[C:13]([F:16])([F:15])[F:14])=[CH:5][CH:4]=1.B(Br)(Br)Br. The catalyst is ClCCl. The product is [NH2:17][C:9]1[C:10]([C:13]([F:14])([F:15])[F:16])=[C:11]2[C:6]([CH:5]=[CH:4][C:3]([OH:2])=[CH:12]2)=[CH:7][CH:8]=1. The yield is 0.690. (6) The reactants are [CH2:1]([O:8][C:9]([NH:11][C@H:12]([C:19]1[CH:24]=[CH:23][CH:22]=[C:21]([NH:25][C:26]([O:28][CH2:29][CH2:30][C:31]2[CH:36]=[CH:35][C:34]([Br:37])=[CH:33][C:32]=2[CH3:38])=[O:27])[CH:20]=1)[CH2:13][C:14]([O:16][CH2:17][CH3:18])=[O:15])=[O:10])[C:2]1[CH:7]=[CH:6][CH:5]=[CH:4][CH:3]=1.NC1C=C([C@H](NC(OCC2C=CC=CC=2)=O)CC(OCC)=O)C=CC=1.BrC1C=CC(CCO)=C(C)C=1. No catalyst specified. The product is [CH2:1]([O:8][C:9]([NH:11][C@@H:12]([C:19]1[CH:24]=[CH:23][CH:22]=[C:21]([NH:25][C:26]([O:28][CH2:29][CH2:30][C:31]2[CH:36]=[CH:35][C:34]([Br:37])=[CH:33][C:32]=2[CH3:38])=[O:27])[CH:20]=1)[CH2:13][C:14]([O:16][CH2:17][CH3:18])=[O:15])=[O:10])[C:2]1[CH:3]=[CH:4][CH:5]=[CH:6][CH:7]=1. The yield is 0.560. (7) The reactants are [C:1]1([OH:11])[C:10]2[C:5](=[CH:6][CH:7]=[CH:8][CH:9]=2)[CH:4]=[CH:3][CH:2]=1.[CH2:12]1[S:16](=O)[CH2:15][CH2:14][CH2:13]1.Cl.[F:19][C:20]([F:43])([S:39]([O-:42])(=[O:41])=[O:40])[CH:21]([O:26][C:27]([C:29]12[CH2:38][CH:33]3[CH2:34][CH:35]([CH2:37][CH:31]([CH2:32]3)[CH2:30]1)[CH2:36]2)=[O:28])[C:22]([F:25])([F:24])[F:23].[Na+]. The catalyst is CO. The product is [C:29]12([C:27]([O:26][CH:21]([C:22]([F:25])([F:23])[F:24])[C:20]([F:19])([F:43])[S:39]([O-:42])(=[O:40])=[O:41])=[O:28])[CH2:30][CH:31]3[CH2:37][CH:35]([CH2:34][CH:33]([CH2:32]3)[CH2:38]1)[CH2:36]2.[OH:11][C:1]1[C:10]2[C:5](=[CH:6][CH:7]=[CH:8][CH:9]=2)[C:4]([S+:16]2[CH2:12][CH2:13][CH2:14][CH2:15]2)=[CH:3][CH:2]=1. The yield is 0.430.